From a dataset of Full USPTO retrosynthesis dataset with 1.9M reactions from patents (1976-2016). Predict the reactants needed to synthesize the given product. (1) Given the product [Br:11][C:12]1[CH:17]=[CH:16][C:15]([C:5](=[O:9])[CH2:6][CH:7]=[CH2:8])=[C:14]([OH:18])[C:13]=1[CH3:19], predict the reactants needed to synthesize it. The reactants are: [Cl-].[Al+3].[Cl-].[Cl-].[C:5](Cl)(=[O:9])[CH2:6][CH:7]=[CH2:8].[Br:11][C:12]1[C:13]([CH3:19])=[C:14]([OH:18])[CH:15]=[CH:16][CH:17]=1.O. (2) Given the product [NH2:1][C:2]1[CH:7]=[C:6]([C:8]2[C:9]([C:21]3[CH:22]=[CH:23][C:24]([F:27])=[CH:25][CH:26]=3)=[N:10][N:11]([C:13]3[CH:18]([CH3:19])[CH2:17][C:16](=[O:20])[NH:15][N:14]=3)[CH:12]=2)[CH:5]=[CH:4][N:3]=1, predict the reactants needed to synthesize it. The reactants are: [NH2:1][C:2]1[CH:7]=[C:6]([C:8]2[C:9]([C:21]3[CH:26]=[CH:25][C:24]([F:27])=[CH:23][CH:22]=3)=[N:10][N:11]([C:13]3[C:18]([CH3:19])=[CH:17][C:16](=[O:20])[NH:15][N:14]=3)[CH:12]=2)[CH:5]=[CH:4][N:3]=1.NC1C=C(C2C(C3C=CC=CC=3)=NN(C3C=CC(=O)NN=3)C=2)C=CN=1. (3) Given the product [Br:26][C:27]1[N:28]=[C:29]([CH2:33][N:9]2[C:10]3[C:15](=[CH:14][C:13]([CH3:18])=[C:12]([CH3:19])[N:11]=3)[C:16](=[O:17])[C:7]([C:5](=[O:6])[C:4]3[CH:20]=[CH:21][C:22]([CH3:23])=[C:2]([CH3:1])[CH:3]=3)=[CH:8]2)[CH:30]=[CH:31][CH:32]=1, predict the reactants needed to synthesize it. The reactants are: [CH3:1][C:2]1[CH:3]=[C:4]([CH:20]=[CH:21][C:22]=1[CH3:23])[C:5]([C:7]1[C:16](=[O:17])[C:15]2[C:10](=[N:11][C:12]([CH3:19])=[C:13]([CH3:18])[CH:14]=2)[NH:9][CH:8]=1)=[O:6].[H-].[Na+].[Br:26][C:27]1[CH:32]=[CH:31][CH:30]=[C:29]([CH2:33]Br)[N:28]=1. (4) Given the product [F:33][C:30]1[CH:31]=[CH:32][C:27]([CH2:26][C@@H:16]([NH:15][C:11]([C:9]2[NH:8][C:5]3=[CH:6][N:7]=[C:2]([Cl:1])[CH:3]=[C:4]3[CH:10]=2)=[O:13])[C:17]([N:19]2[CH2:20][CH2:21][CH:22]([OH:25])[CH2:23][CH2:24]2)=[O:18])=[CH:28][CH:29]=1, predict the reactants needed to synthesize it. The reactants are: [Cl:1][C:2]1[CH:3]=[C:4]2[CH:10]=[C:9]([C:11]([OH:13])=O)[NH:8][C:5]2=[CH:6][N:7]=1.Cl.[NH2:15][C@H:16]([CH2:26][C:27]1[CH:32]=[CH:31][C:30]([F:33])=[CH:29][CH:28]=1)[C:17]([N:19]1[CH2:24][CH2:23][CH:22]([OH:25])[CH2:21][CH2:20]1)=[O:18]. (5) Given the product [CH:1]1([O:5][C:6]([N:8]2[CH2:13][CH2:12][N:11]([C:14](=[O:46])[C@@H:15]([NH2:28])[CH2:16][CH2:17][CH2:18][CH2:19][O:20][CH2:21][C:22]3[CH:27]=[CH:26][CH:25]=[CH:24][CH:23]=3)[CH2:10][CH2:9]2)=[O:7])[CH2:4][CH2:3][CH2:2]1, predict the reactants needed to synthesize it. The reactants are: [CH:1]1([O:5][C:6]([N:8]2[CH2:13][CH2:12][N:11]([C:14](=[O:46])[C@@H:15]([NH:28]C(OCC3C4C=CC=CC=4C4C3=CC=CC=4)=O)[CH2:16][CH2:17][CH2:18][CH2:19][O:20][CH2:21][C:22]3[CH:27]=[CH:26][CH:25]=[CH:24][CH:23]=3)[CH2:10][CH2:9]2)=[O:7])[CH2:4][CH2:3][CH2:2]1.N1CCOCC1. (6) Given the product [P:48](=[O:49])([OH:52])([OH:51])[OH:50].[F:1][C:2]1[CH:3]=[C:4]([NH:21][C:22]([C:24]2[C:25](=[O:45])[N:26]([C:39]3[CH:40]=[CH:41][CH:42]=[CH:43][CH:44]=3)[N:27]([CH2:30][C@H:31]([O:33][C:34](=[O:38])[C@@H:35]([NH2:37])[CH3:36])[CH3:32])[C:28]=2[CH3:29])=[O:23])[CH:5]=[CH:6][C:7]=1[O:8][C:9]1[C:18]2[C:13](=[CH:14][C:15]([O:19][CH3:20])=[CH:16][CH:17]=2)[N:12]=[CH:11][CH:10]=1, predict the reactants needed to synthesize it. The reactants are: [F:1][C:2]1[CH:3]=[C:4]([NH:21][C:22]([C:24]2[C:25](=[O:45])[N:26]([C:39]3[CH:44]=[CH:43][CH:42]=[CH:41][CH:40]=3)[N:27]([CH2:30][C@H:31]([O:33][C:34](=[O:38])[C@@H:35]([NH2:37])[CH3:36])[CH3:32])[C:28]=2[CH3:29])=[O:23])[CH:5]=[CH:6][C:7]=1[O:8][C:9]1[C:18]2[C:13](=[CH:14][C:15]([O:19][CH3:20])=[CH:16][CH:17]=2)[N:12]=[CH:11][CH:10]=1.CO.[P:48](=[O:52])([OH:51])([OH:50])[OH:49]. (7) Given the product [Cl:1][C:2]1[CH:7]=[CH:6][CH:5]=[CH:4][C:3]=1[CH2:8][NH:9][C:10](=[O:12])[CH3:11], predict the reactants needed to synthesize it. The reactants are: [Cl:1][C:2]1[CH:7]=[CH:6][CH:5]=[CH:4][C:3]=1[CH2:8][NH2:9].[C:10](OC(=O)C)(=[O:12])[CH3:11].O.[OH-].[Na+]. (8) Given the product [NH2:28][C:24]1[N:10]([C:11]2[CH:12]=[C:13]([CH:16]=[CH:17][CH:18]=2)[C:14]#[N:15])[N:9]=[C:8]([CH2:2][CH3:7])[CH:19]=1, predict the reactants needed to synthesize it. The reactants are: Cl.[C:2]1([C:8]([C:19]2[CH:24]=CC=CC=2)=[N:9][NH:10][C:11]2[CH:12]=[C:13]([CH:16]=[CH:17][CH:18]=2)[C:14]#[N:15])[CH:7]=CC=CC=1.O=C(CCC)C#[N:28].